Dataset: Hepatocyte clearance measurements from AstraZeneca. Task: Regression/Classification. Given a drug SMILES string, predict its absorption, distribution, metabolism, or excretion properties. Task type varies by dataset: regression for continuous measurements (e.g., permeability, clearance, half-life) or binary classification for categorical outcomes (e.g., BBB penetration, CYP inhibition). For this dataset (clearance_hepatocyte_az), we predict log10(clearance) (log10 of the in vitro intrinsic clearance, CLint, in uL/min per 10^6 hepatocytes; values are censored to the assay range of 3 to 150, which is 0.477 to 2.18 on this log10 scale). (1) The molecule is O=C1NC(=O)C(c2cnc3ccccn23)=C1c1cn2c3c(cccc13)CN(C(=O)N1CCOCC1)CC2. The log10(clearance) is 1.58. (2) The molecule is COc1ccccc1-c1csc(-n2ncc(C#N)c2N)n1. The log10(clearance) is 1.74. (3) The molecule is CCCCN(CCNCCc1ccc(O)c2[nH]c(=O)sc12)C(=O)CCOCCc1ccccc1. The log10(clearance) is 2.18.